From a dataset of NCI-60 drug combinations with 297,098 pairs across 59 cell lines. Regression. Given two drug SMILES strings and cell line genomic features, predict the synergy score measuring deviation from expected non-interaction effect. (1) Synergy scores: CSS=57.8, Synergy_ZIP=-1.08, Synergy_Bliss=-1.52, Synergy_Loewe=-20.5, Synergy_HSA=0.222. Drug 2: CC1=C(C(=O)C2=C(C1=O)N3CC4C(C3(C2COC(=O)N)OC)N4)N. Cell line: SR. Drug 1: C1=CC(=CC=C1C#N)C(C2=CC=C(C=C2)C#N)N3C=NC=N3. (2) Drug 1: CCC(=C(C1=CC=CC=C1)C2=CC=C(C=C2)OCCN(C)C)C3=CC=CC=C3.C(C(=O)O)C(CC(=O)O)(C(=O)O)O. Drug 2: C1CN1C2=NC(=NC(=N2)N3CC3)N4CC4. Cell line: EKVX. Synergy scores: CSS=7.47, Synergy_ZIP=-1.59, Synergy_Bliss=2.62, Synergy_Loewe=-1.86, Synergy_HSA=0.712. (3) Drug 1: CS(=O)(=O)C1=CC(=C(C=C1)C(=O)NC2=CC(=C(C=C2)Cl)C3=CC=CC=N3)Cl. Drug 2: CC1=CC2C(CCC3(C2CCC3(C(=O)C)OC(=O)C)C)C4(C1=CC(=O)CC4)C. Cell line: EKVX. Synergy scores: CSS=10.1, Synergy_ZIP=-3.99, Synergy_Bliss=-2.28, Synergy_Loewe=-8.54, Synergy_HSA=-0.371. (4) Drug 1: CCC1=CC2CC(C3=C(CN(C2)C1)C4=CC=CC=C4N3)(C5=C(C=C6C(=C5)C78CCN9C7C(C=CC9)(C(C(C8N6C)(C(=O)OC)O)OC(=O)C)CC)OC)C(=O)OC.C(C(C(=O)O)O)(C(=O)O)O. Drug 2: CCC1(C2=C(COC1=O)C(=O)N3CC4=CC5=C(C=CC(=C5CN(C)C)O)N=C4C3=C2)O.Cl. Cell line: A549. Synergy scores: CSS=49.8, Synergy_ZIP=-4.28, Synergy_Bliss=-1.14, Synergy_Loewe=-0.0365, Synergy_HSA=-0.518. (5) Drug 1: CC1C(C(=O)NC(C(=O)N2CCCC2C(=O)N(CC(=O)N(C(C(=O)O1)C(C)C)C)C)C(C)C)NC(=O)C3=C4C(=C(C=C3)C)OC5=C(C(=O)C(=C(C5=N4)C(=O)NC6C(OC(=O)C(N(C(=O)CN(C(=O)C7CCCN7C(=O)C(NC6=O)C(C)C)C)C)C(C)C)C)N)C. Drug 2: CN(CCCl)CCCl.Cl. Cell line: CCRF-CEM. Synergy scores: CSS=54.5, Synergy_ZIP=-2.59, Synergy_Bliss=-3.80, Synergy_Loewe=-9.65, Synergy_HSA=-2.42. (6) Drug 1: CS(=O)(=O)C1=CC(=C(C=C1)C(=O)NC2=CC(=C(C=C2)Cl)C3=CC=CC=N3)Cl. Drug 2: CN(CC1=CN=C2C(=N1)C(=NC(=N2)N)N)C3=CC=C(C=C3)C(=O)NC(CCC(=O)O)C(=O)O. Cell line: OVCAR3. Synergy scores: CSS=32.7, Synergy_ZIP=-2.57, Synergy_Bliss=-2.70, Synergy_Loewe=-20.0, Synergy_HSA=-3.47. (7) Drug 1: C1=CN(C(=O)N=C1N)C2C(C(C(O2)CO)O)O.Cl. Drug 2: C(CCl)NC(=O)N(CCCl)N=O. Cell line: COLO 205. Synergy scores: CSS=57.3, Synergy_ZIP=3.21, Synergy_Bliss=7.00, Synergy_Loewe=-21.2, Synergy_HSA=7.46.